From a dataset of Catalyst prediction with 721,799 reactions and 888 catalyst types from USPTO. Predict which catalyst facilitates the given reaction. (1) The catalyst class is: 3. Reactant: [I:1][C:2]1[CH:10]=[C:9]2[C:5]([CH:6]=[N:7][NH:8]2)=[CH:4][CH:3]=1.[H-].[Na+].Cl[C:14]1[C:19]([Cl:20])=[CH:18][N:17]=[C:16]([NH2:21])[N:15]=1. Product: [Cl:20][C:19]1[C:14]([N:8]2[C:9]3[C:5](=[CH:4][CH:3]=[C:2]([I:1])[CH:10]=3)[CH:6]=[N:7]2)=[N:15][C:16]([NH2:21])=[N:17][CH:18]=1. (2) Reactant: [Cl:1][C:2]1[CH:7]=[CH:6][CH:5]=[CH:4][C:3]=1[N:8]1[C:12]([S:13]([C:16]2[CH:17]=[N:18][C:19](Cl)=[CH:20][CH:21]=2)(=[O:15])=[O:14])=[CH:11][C:10]([CH2:23][N:24]([CH3:32])[C:25](=[O:31])[O:26][C:27]([CH3:30])([CH3:29])[CH3:28])=[N:9]1.[CH3:33][O-:34].[Na+].CO. Product: [Cl:1][C:2]1[CH:7]=[CH:6][CH:5]=[CH:4][C:3]=1[N:8]1[C:12]([S:13]([C:16]2[CH:17]=[N:18][C:19]([O:34][CH3:33])=[CH:20][CH:21]=2)(=[O:15])=[O:14])=[CH:11][C:10]([CH2:23][N:24]([CH3:32])[C:25](=[O:31])[O:26][C:27]([CH3:30])([CH3:28])[CH3:29])=[N:9]1. The catalyst class is: 5. (3) Reactant: [C:1]([O:5][C:6]([N:8]1[CH2:13][CH2:12][C:11]([NH:17][C:18]([O:20][C:21]([CH3:24])([CH3:23])[CH3:22])=[O:19])([C:14](=O)[NH2:15])[CH2:10][CH2:9]1)=[O:7])([CH3:4])([CH3:3])[CH3:2].CO. Product: [C:1]([O:5][C:6]([N:8]1[CH2:13][CH2:12][C:11]([CH2:14][NH2:15])([NH:17][C:18]([O:20][C:21]([CH3:24])([CH3:23])[CH3:22])=[O:19])[CH2:10][CH2:9]1)=[O:7])([CH3:4])([CH3:3])[CH3:2]. The catalyst class is: 1. (4) Reactant: [CH:1]([O:4][C:5]1[C:10]2[C:11]([CH3:17])=[C:12]([C:14]([OH:16])=O)[O:13][C:9]=2[CH:8]=[CH:7][CH:6]=1)([CH3:3])[CH3:2].[CH3:18][O:19][C:20](=[O:42])[C@@H:21]([NH:25][S:26]([C:29]1[CH:34]=[CH:33][C:32]([C:35]2[CH:40]=[CH:39][C:38]([NH2:41])=[CH:37][CH:36]=2)=[CH:31][CH:30]=1)(=[O:28])=[O:27])[CH:22]([CH3:24])[CH3:23].F[P-](F)(F)(F)(F)F.N1(O[P+](N(C)C)(N(C)C)N(C)C)C2C=CC=CC=2N=N1.C(N(CC)C(C)C)(C)C. Product: [CH3:18][O:19][C:20](=[O:42])[C@@H:21]([NH:25][S:26]([C:29]1[CH:34]=[CH:33][C:32]([C:35]2[CH:36]=[CH:37][C:38]([NH:41][C:14]([C:12]3[O:13][C:9]4[CH:8]=[CH:7][CH:6]=[C:5]([O:4][CH:1]([CH3:2])[CH3:3])[C:10]=4[C:11]=3[CH3:17])=[O:16])=[CH:39][CH:40]=2)=[CH:31][CH:30]=1)(=[O:28])=[O:27])[CH:22]([CH3:24])[CH3:23]. The catalyst class is: 163.